This data is from Forward reaction prediction with 1.9M reactions from USPTO patents (1976-2016). The task is: Predict the product of the given reaction. (1) Given the reactants [F:1][C:2]([F:16])([F:15])[C:3]1[N:7]2[CH2:8][CH2:9][NH:10][CH2:11][C:6]2=[C:5]([C:12](=[O:14])[CH3:13])[N:4]=1.[C:17]([O:21][C:22]([NH:24][C@H:25]([CH2:30][C:31]1[CH:36]=[C:35]([F:37])[C:34]([F:38])=[CH:33][C:32]=1[F:39])[CH2:26][C:27](O)=[O:28])=[O:23])([CH3:20])([CH3:19])[CH3:18].C(N(CC)CC)C.O=C1N(P(Cl)(N2CCOC2=O)=O)CCO1, predict the reaction product. The product is: [C:17]([O:21][C:22](=[O:23])[NH:24][C@H:25]([CH2:30][C:31]1[CH:36]=[C:35]([F:37])[C:34]([F:38])=[CH:33][C:32]=1[F:39])[CH2:26][C:27]([N:10]1[CH2:9][CH2:8][N:7]2[C:3]([C:2]([F:1])([F:15])[F:16])=[N:4][C:5]([C:12](=[O:14])[CH3:13])=[C:6]2[CH2:11]1)=[O:28])([CH3:20])([CH3:18])[CH3:19]. (2) The product is: [ClH:1].[Cl:14][C:10]1[CH:9]=[C:8]([C:6]2[N:7]=[C:2]([NH:26][C:25]3[CH:24]=[CH:23][C:22]([CH2:21][CH2:20][N:19]([CH3:18])[CH3:29])=[CH:28][CH:27]=3)[C:3]3[CH2:17][CH2:16][CH2:15][C:4]=3[N:5]=2)[CH:13]=[CH:12][CH:11]=1. Given the reactants [Cl:1][C:2]1[C:3]2[CH2:17][CH2:16][CH2:15][C:4]=2[N:5]=[C:6]([C:8]2[CH:13]=[CH:12][CH:11]=[C:10]([Cl:14])[CH:9]=2)[N:7]=1.[CH3:18][N:19]([CH3:29])[CH2:20][CH2:21][C:22]1[CH:28]=[CH:27][C:25]([NH2:26])=[CH:24][CH:23]=1, predict the reaction product.